This data is from Full USPTO retrosynthesis dataset with 1.9M reactions from patents (1976-2016). The task is: Predict the reactants needed to synthesize the given product. Given the product [CH2:1]([N:8]1[C@H:12]2[CH2:13][S:14][C:15](=[O:16])[C@H:11]2[N:10]([CH2:17][C:18]2[CH:19]=[CH:20][CH:21]=[CH:22][CH:23]=2)[C:9]1=[O:24])[C:2]1[CH:7]=[CH:6][CH:5]=[CH:4][CH:3]=1, predict the reactants needed to synthesize it. The reactants are: [CH2:1]([N:8]1[C@H:12]2[CH2:13][S:14][C:15](=[O:16])[C@@H:11]2[N:10]([CH2:17][C:18]2[CH:23]=[CH:22][CH:21]=[CH:20][CH:19]=2)[C:9]1=[O:24])[C:2]1[CH:7]=[CH:6][CH:5]=[CH:4][CH:3]=1.N1C=CC=CC=1.